Predict the reaction yield, written as a fraction of the theoretical maximum amount of product (1.0 means a 100% yield; for example, 0.34 means a 34% yield). From a dataset of Reaction yield outcomes from USPTO patents with 853,638 reactions. (1) The product is [CH2:1]([N:8]1[CH:16]=[C:15]2[C:10]([CH:11]=[C:12]([C:17]3[CH:18]=[C:19]([C:27]4[CH:32]=[CH:31][C:30]([CH2:33][N:35]5[CH2:39][CH2:38][CH2:37][CH2:36]5)=[CH:29][CH:28]=4)[N:20]4[C:25]=3[C:24]([NH2:26])=[N:23][CH:22]=[N:21]4)[CH:13]=[CH:14]2)=[N:9]1)[C:2]1[CH:7]=[CH:6][CH:5]=[CH:4][CH:3]=1. The yield is 0.0800. No catalyst specified. The reactants are [CH2:1]([N:8]1[CH:16]=[C:15]2[C:10]([CH:11]=[C:12]([C:17]3[CH:18]=[C:19]([C:27]4[CH:32]=[CH:31][C:30]([CH2:33]Br)=[CH:29][CH:28]=4)[N:20]4[C:25]=3[C:24]([NH2:26])=[N:23][CH:22]=[N:21]4)[CH:13]=[CH:14]2)=[N:9]1)[C:2]1[CH:7]=[CH:6][CH:5]=[CH:4][CH:3]=1.[NH:35]1[CH2:39][CH2:38][CH2:37][CH2:36]1. (2) The reactants are [Cl:1][CH2:2][CH2:3][CH2:4][CH:5]([C:8]1[CH:13]=[CH:12][C:11]([Cl:14])=[C:10]([Cl:15])[CH:9]=1)[C:6]#[N:7].[C:16](Cl)(=[O:18])[CH3:17]. The catalyst is C(O)C. The product is [ClH:1].[Cl:1][CH2:2][CH2:3][CH2:4][CH:5]([C:8]1[CH:13]=[CH:12][C:11]([Cl:14])=[C:10]([Cl:15])[CH:9]=1)[C:6](=[NH:7])[O:18][CH2:16][CH3:17]. The yield is 0.440. (3) The reactants are [NH2:1][C:2]1[C:10]([C:11]([OH:13])=[O:12])=[C:9]2[C:5]([C:6]([CH3:14])=[N:7][NH:8]2)=[CH:4][C:3]=1[Cl:15].[Cl:16][C:17]1[C:18]([N:23]2[C:27]([C:28](O)=O)=[CH:26][C:25]([C:31]([F:34])([F:33])[F:32])=[N:24]2)=[N:19][CH:20]=[CH:21][CH:22]=1.N1C=CC=CC=1.CS(Cl)(=O)=O. The catalyst is O1CCCC1. The product is [Cl:15][C:3]1[CH:4]=[C:5]2[C:6]([CH3:14])=[N:7][NH:8][C:9]2=[C:10]2[C:2]=1[N:1]=[C:28]([C:27]1[N:23]([C:18]3[C:17]([Cl:16])=[CH:22][CH:21]=[CH:20][N:19]=3)[N:24]=[C:25]([C:31]([F:34])([F:32])[F:33])[CH:26]=1)[O:12][C:11]2=[O:13]. The yield is 0.700. (4) The reactants are [Cl:1][C:2]1[C:10]2[N:9]=[C:8]([NH:11][C:12]3[CH:13]=[N:14][C:15]([O:19][CH3:20])=[CH:16][C:17]=3[CH3:18])[N:7]([CH2:21][CH2:22][CH2:23][C:24](OCC)=[O:25])[C:6]=2[C:5]([CH:29]([CH2:32][CH3:33])[CH2:30][CH3:31])=[CH:4][CH:3]=1.[BH4-].[Li+].O. The catalyst is O1CCCC1. The product is [Cl:1][C:2]1[C:10]2[N:9]=[C:8]([NH:11][C:12]3[CH:13]=[N:14][C:15]([O:19][CH3:20])=[CH:16][C:17]=3[CH3:18])[N:7]([CH2:21][CH2:22][CH2:23][CH2:24][OH:25])[C:6]=2[C:5]([CH:29]([CH2:32][CH3:33])[CH2:30][CH3:31])=[CH:4][CH:3]=1. The yield is 0.700. (5) The reactants are [Si:1]([O:8][CH2:9][C@@H:10]([N:15]([CH3:28])[C:16]([NH:18][CH2:19][C:20]1[CH:25]=[CH:24][CH:23]=[C:22]([F:26])[C:21]=1[F:27])=[O:17])[CH2:11][CH2:12][CH2:13][OH:14])([C:4]([CH3:7])([CH3:6])[CH3:5])([CH3:3])[CH3:2].[Si]([O:36]C(CC(N(C)C(NCC1C=CC=C(F)C=1F)=O)C)C([O-])=O)(C(C)(C)C)(C)C.N1C=NN=N1.C(N(C(C)C)[P:67]([O:73][C:74]([CH3:77])([CH3:76])[CH3:75])[O:68][C:69]([CH3:72])([CH3:71])[CH3:70])(C)C.C1C=C(Cl)C=C(C(OO)=O)C=1. The catalyst is C1COCC1. The product is [P:67]([O:14][CH2:13][CH2:12][CH2:11][C@H:10]([N:15]([CH3:28])[C:16]([NH:18][CH2:19][C:20]1[CH:25]=[CH:24][CH:23]=[C:22]([F:26])[C:21]=1[F:27])=[O:17])[CH2:9][O:8][Si:1]([C:4]([CH3:5])([CH3:7])[CH3:6])([CH3:2])[CH3:3])([O:68][C:69]([CH3:70])([CH3:71])[CH3:72])([O:73][C:74]([CH3:75])([CH3:76])[CH3:77])=[O:36]. The yield is 0.540.